Dataset: Catalyst prediction with 721,799 reactions and 888 catalyst types from USPTO. Task: Predict which catalyst facilitates the given reaction. (1) Reactant: [C:1]([CH2:3][CH2:4][CH2:5][CH2:6][O:7][C:8]1[CH:31]=[CH:30][CH:29]=[CH:28][C:9]=1[CH2:10][N:11]([CH:25]([CH3:27])[CH3:26])[C:12](=[O:24])[C:13]1[CH:18]=[CH:17][C:16]([C:19]2[O:20][CH:21]=[CH:22][CH:23]=2)=[CH:15][CH:14]=1)#[N:2].[N-:32]=[N+:33]=[N-:34].[Na+].Cl.C(N(CC)CC)C.C([O-])([O-])=O.[Na+].[Na+]. Product: [N:2]1[NH:32][N:33]=[N:34][C:1]=1[CH2:3][CH2:4][CH2:5][CH2:6][O:7][C:8]1[CH:31]=[CH:30][CH:29]=[CH:28][C:9]=1[CH2:10][N:11]([CH:25]([CH3:26])[CH3:27])[C:12](=[O:24])[C:13]1[CH:18]=[CH:17][C:16]([C:19]2[O:20][CH:21]=[CH:22][CH:23]=2)=[CH:15][CH:14]=1. The catalyst class is: 3. (2) Reactant: [Cl:1][C:2]1[CH:7]=[CH:6][C:5]([C@H:8]2[CH2:13][CH2:12][C@H:11]([CH:14]=O)[CH2:10][CH2:9]2)=[CH:4][CH:3]=1.C(O)(=O)C.[C:20]1(=[O:31])[C:25]2[CH:26]=[CH:27][CH:28]=[CH:29][C:24]=2[C:23](=[O:30])[CH2:22][O:21]1.N1CCOCC1. Product: [Cl:1][C:2]1[CH:3]=[CH:4][C:5]([C@H:8]2[CH2:9][CH2:10][C@H:11](/[CH:14]=[C:22]3\[O:21][C:20](=[O:31])[C:25]4[CH:26]=[CH:27][CH:28]=[CH:29][C:24]=4[C:23]\3=[O:30])[CH2:12][CH2:13]2)=[CH:6][CH:7]=1. The catalyst class is: 6. (3) Reactant: [N+:1]([O-:4])(O)=[O:2].[I:5][C:6]1[CH:15]=[CH:14][N:13]=[C:12]2[C:7]=1[CH2:8][CH2:9][CH2:10][NH:11]2.[OH-].[Na+]. Product: [I:5][C:6]1[C:15]([N+:1]([O-:4])=[O:2])=[CH:14][N:13]=[C:12]2[C:7]=1[CH2:8][CH2:9][CH2:10][NH:11]2. The catalyst class is: 65. (4) Reactant: [Cl:1][C:2]1[CH:7]=[CH:6][C:5]([CH:8](O)[C:9]2[C:10]([C:23]([O:25][CH2:26][CH3:27])=[O:24])=[N:11][N:12]([CH2:14][C:15]3[CH:20]=[CH:19][C:18]([O:21][CH3:22])=[CH:17][CH:16]=3)[CH:13]=2)=[CH:4][CH:3]=1.[NH2:29][C:30]1[CH:31]=[C:32]([Cl:38])[C:33](=[O:37])[N:34]([CH3:36])[CH:35]=1. Product: [Cl:38][C:32]1[C:33](=[O:37])[N:34]([CH3:36])[CH:35]=[C:30]([NH:29][CH:8]([C:5]2[CH:6]=[CH:7][C:2]([Cl:1])=[CH:3][CH:4]=2)[C:9]2[C:10]([C:23]([O:25][CH2:26][CH3:27])=[O:24])=[N:11][N:12]([CH2:14][C:15]3[CH:20]=[CH:19][C:18]([O:21][CH3:22])=[CH:17][CH:16]=3)[CH:13]=2)[CH:31]=1. The catalyst class is: 61.